From a dataset of Reaction yield outcomes from USPTO patents with 853,638 reactions. Predict the reaction yield, written as a fraction of the theoretical maximum amount of product (1.0 means a 100% yield; for example, 0.34 means a 34% yield). (1) The yield is 0.890. The reactants are Cl.[Cl:2][C:3]1[N:4]=[C:5]([C:11]2[CH:12]=[N:13][CH:14]=[CH:15][CH:16]=2)[S:6][C:7]=1[NH:8][CH2:9][CH3:10].N1C=CC=CC=1.[CH3:23][CH:24]([CH2:28][S:29][CH3:30])[C:25](Cl)=[O:26]. The product is [Cl:2][C:3]1[N:4]=[C:5]([C:11]2[CH:12]=[N:13][CH:14]=[CH:15][CH:16]=2)[S:6][C:7]=1[N:8]([CH2:9][CH3:10])[C:25](=[O:26])[CH:24]([CH3:23])[CH2:28][S:29][CH3:30]. The catalyst is CN(C1C=CN=CC=1)C.ClCCl. (2) The reactants are C[O:2][C:3]([C:5]1[C:19](C(OC)=O)=[C:8]2[CH:9]=[C:10]([C:13]3[CH:18]=[CH:17][CH:16]=[CH:15][CH:14]=3)[CH:11]=[CH:12][N:7]2[N:6]=1)=[O:4]. The catalyst is OS(O)(=O)=O.O. The product is [C:13]1([C:10]2[CH:11]=[CH:12][N:7]3[N:6]=[C:5]([C:3]([OH:4])=[O:2])[CH:19]=[C:8]3[CH:9]=2)[CH:14]=[CH:15][CH:16]=[CH:17][CH:18]=1. The yield is 0.950. (3) The reactants are Br[CH2:2][CH:3]([O:7][CH2:8][CH3:9])[O:4][CH2:5][CH3:6].[C:10]1([C@H:16]([NH2:18])[CH3:17])[CH:15]=[CH:14][CH:13]=[CH:12][CH:11]=1. No catalyst specified. The product is [CH2:5]([O:4][CH:3]([O:7][CH2:8][CH3:9])[CH2:2][NH:18][C@@H:16]([C:10]1[CH:15]=[CH:14][CH:13]=[CH:12][CH:11]=1)[CH3:17])[CH3:6]. The yield is 0.700. (4) The reactants are [C:1]([O:5][C:6]([NH:8][C:9]([CH3:29])([CH3:28])[CH2:10][C:11]1[C:19]2[C:14](=[C:15](OS(C(F)(F)F)(=O)=O)[CH:16]=[CH:17][CH:18]=2)[NH:13][CH:12]=1)=[O:7])([CH3:4])([CH3:3])[CH3:2].C(=O)([O-])[O-].[Na+].[Na+].[F:36][C:37]([F:48])([F:47])[C:38]1[CH:43]=[CH:42][C:41](B(O)O)=[CH:40][CH:39]=1. The catalyst is O1CCCC1.[Cl-].[Na+].O.[Pd].C1(P(C2C=CC=CC=2)C2C=CC=CC=2)C=CC=CC=1.C1(P(C2C=CC=CC=2)C2C=CC=CC=2)C=CC=CC=1.C1(P(C2C=CC=CC=2)C2C=CC=CC=2)C=CC=CC=1.C1(P(C2C=CC=CC=2)C2C=CC=CC=2)C=CC=CC=1. The product is [C:1]([O:5][C:6](=[O:7])[NH:8][C:9]([CH3:29])([CH3:28])[CH2:10][C:11]1[C:19]2[C:14](=[C:15]([C:41]3[CH:42]=[CH:43][C:38]([C:37]([F:48])([F:47])[F:36])=[CH:39][CH:40]=3)[CH:16]=[CH:17][CH:18]=2)[NH:13][CH:12]=1)([CH3:2])([CH3:3])[CH3:4]. The yield is 0.930. (5) The reactants are CC(C1C=C(C(C)C)C(C2C=CC=CC=2P(C2CCCCC2)C2CCCCC2)=C(C(C)C)C=1)C.[C:35]1(=[O:48])[C:40]2[C:41]3[CH:47]=[CH:46][CH:45]=[CH:44][C:42]=3[S:43][C:39]=2[CH2:38][CH2:37][NH:36]1.[O-]P([O-])([O-])=O.[K+].[K+].[K+].Br[C:58]1[CH:59]=[N:60][CH:61]=[CH:62][C:63]=1[C:64]([F:67])([F:66])[F:65]. The catalyst is CCCCCC.C1C=CC(/C=C/C(/C=C/C2C=CC=CC=2)=O)=CC=1.C1C=CC(/C=C/C(/C=C/C2C=CC=CC=2)=O)=CC=1.C1C=CC(/C=C/C(/C=C/C2C=CC=CC=2)=O)=CC=1.[Pd].[Pd].C(OCC)(=O)C.O1CCOCC1. The product is [F:65][C:64]([F:67])([F:66])[C:63]1[CH:62]=[CH:61][N:60]=[CH:59][C:58]=1[N:36]1[CH2:37][CH2:38][C:39]2[S:43][C:42]3[CH:44]=[CH:45][CH:46]=[CH:47][C:41]=3[C:40]=2[C:35]1=[O:48]. The yield is 0.0818. (6) The reactants are [C:1]([C:5]1[O:9][N:8]=[C:7]([NH:10][C:11]([NH:13][C:14]2[CH:19]=[CH:18][CH:17]=[C:16]([O:20][C:21]3[C:30]4[C:25](=[CH:26][C:27]([O:35][CH3:36])=[C:28]([O:31][CH2:32][CH2:33]Cl)[CH:29]=4)[N:24]=[CH:23][N:22]=3)[CH:15]=2)=[O:12])[CH:6]=1)([CH3:4])([CH3:3])[CH3:2].[NH:37]1[CH2:42][CH2:41][S:40](=[O:44])(=[O:43])[CH2:39][CH2:38]1.CCN(C(C)C)C(C)C. The catalyst is [I-].C([N+](CCCC)(CCCC)CCCC)CCC.CN(C=O)C. The product is [C:1]([C:5]1[O:9][N:8]=[C:7]([NH:10][C:11]([NH:13][C:14]2[CH:19]=[CH:18][CH:17]=[C:16]([O:20][C:21]3[C:30]4[C:25](=[CH:26][C:27]([O:35][CH3:36])=[C:28]([O:31][CH2:32][CH2:33][N:37]5[CH2:42][CH2:41][S:40](=[O:44])(=[O:43])[CH2:39][CH2:38]5)[CH:29]=4)[N:24]=[CH:23][N:22]=3)[CH:15]=2)=[O:12])[CH:6]=1)([CH3:4])([CH3:3])[CH3:2]. The yield is 0.230.